Dataset: Full USPTO retrosynthesis dataset with 1.9M reactions from patents (1976-2016). Task: Predict the reactants needed to synthesize the given product. (1) The reactants are: [C:1]([O:5][C:6]([NH:8][CH:9]1[CH2:14][CH2:13][CH:12]([O:15][C:16]2[C:17]3[C:18]4[C@H:19]([CH2:29][C:30](OCC)=[O:31])[CH2:20][CH2:21][CH2:22][C:23]=4[S:24][C:25]=3[N:26]=[CH:27][N:28]=2)[CH2:11][CH2:10]1)=[O:7])([CH3:4])([CH3:3])[CH3:2].[H-].[H-].[H-].[H-].[Li+].[Al+3]. Given the product [OH:31][CH2:30][CH2:29][C@H:19]1[C:18]2[C:17]3[C:16]([O:15][CH:12]4[CH2:13][CH2:14][CH:9]([NH:8][C:6](=[O:7])[O:5][C:1]([CH3:3])([CH3:2])[CH3:4])[CH2:10][CH2:11]4)=[N:28][CH:27]=[N:26][C:25]=3[S:24][C:23]=2[CH2:22][CH2:21][CH2:20]1, predict the reactants needed to synthesize it. (2) Given the product [F:21][C:15]1[CH:16]=[C:17]([F:20])[CH:18]=[C:19]2[C:14]=1[CH:13]=[CH:12][C:11](=[O:22])[N:10]2[CH2:9][CH2:8][N:5]1[CH2:6][CH2:7][C@H:2]([NH:1][CH2:35][C:33]2[CH:32]=[CH:31][C:28]3[O:29][CH2:30][C:25](=[O:24])[NH:26][C:27]=3[N:34]=2)[C@H:3]([OH:23])[CH2:4]1, predict the reactants needed to synthesize it. The reactants are: [NH2:1][C@H:2]1[CH2:7][CH2:6][N:5]([CH2:8][CH2:9][N:10]2[C:19]3[C:14](=[C:15]([F:21])[CH:16]=[C:17]([F:20])[CH:18]=3)[CH:13]=[CH:12][C:11]2=[O:22])[CH2:4][C@H:3]1[OH:23].[O:24]=[C:25]1[CH2:30][O:29][C:28]2[CH:31]=[CH:32][C:33]([CH:35]=O)=[N:34][C:27]=2[NH:26]1.C(O[BH-](OC(=O)C)OC(=O)C)(=O)C.[Na+].